From a dataset of NCI-60 drug combinations with 297,098 pairs across 59 cell lines. Regression. Given two drug SMILES strings and cell line genomic features, predict the synergy score measuring deviation from expected non-interaction effect. (1) Synergy scores: CSS=52.7, Synergy_ZIP=-0.881, Synergy_Bliss=-1.13, Synergy_Loewe=3.15, Synergy_HSA=3.93. Drug 1: CC1=C(N=C(N=C1N)C(CC(=O)N)NCC(C(=O)N)N)C(=O)NC(C(C2=CN=CN2)OC3C(C(C(C(O3)CO)O)O)OC4C(C(C(C(O4)CO)O)OC(=O)N)O)C(=O)NC(C)C(C(C)C(=O)NC(C(C)O)C(=O)NCCC5=NC(=CS5)C6=NC(=CS6)C(=O)NCCC[S+](C)C)O. Drug 2: N.N.Cl[Pt+2]Cl. Cell line: K-562. (2) Drug 1: CN(C)N=NC1=C(NC=N1)C(=O)N. Drug 2: C(CC(=O)O)C(=O)CN.Cl. Cell line: TK-10. Synergy scores: CSS=-1.31, Synergy_ZIP=-0.270, Synergy_Bliss=-4.59, Synergy_Loewe=-6.57, Synergy_HSA=-6.17. (3) Drug 1: CC(C1=C(C=CC(=C1Cl)F)Cl)OC2=C(N=CC(=C2)C3=CN(N=C3)C4CCNCC4)N. Drug 2: C1=C(C(=O)NC(=O)N1)N(CCCl)CCCl. Cell line: T-47D. Synergy scores: CSS=20.3, Synergy_ZIP=-6.93, Synergy_Bliss=8.40, Synergy_Loewe=5.70, Synergy_HSA=6.87. (4) Drug 1: C1CN1C2=NC(=NC(=N2)N3CC3)N4CC4. Drug 2: C(CCl)NC(=O)N(CCCl)N=O. Cell line: HOP-92. Synergy scores: CSS=33.1, Synergy_ZIP=-9.04, Synergy_Bliss=-2.49, Synergy_Loewe=-16.3, Synergy_HSA=0.151. (5) Drug 1: C1CCN(CC1)CCOC2=CC=C(C=C2)C(=O)C3=C(SC4=C3C=CC(=C4)O)C5=CC=C(C=C5)O. Drug 2: CN(CCCl)CCCl.Cl. Cell line: SW-620. Synergy scores: CSS=22.4, Synergy_ZIP=-1.47, Synergy_Bliss=-0.0977, Synergy_Loewe=-10.4, Synergy_HSA=-3.96. (6) Drug 2: C1CC(=O)NC(=O)C1N2CC3=C(C2=O)C=CC=C3N. Cell line: NCIH23. Synergy scores: CSS=-2.95, Synergy_ZIP=1.28, Synergy_Bliss=-4.37, Synergy_Loewe=-6.89, Synergy_HSA=-7.44. Drug 1: C1CCN(CC1)CCOC2=CC=C(C=C2)C(=O)C3=C(SC4=C3C=CC(=C4)O)C5=CC=C(C=C5)O. (7) Drug 1: CN1CCC(CC1)COC2=C(C=C3C(=C2)N=CN=C3NC4=C(C=C(C=C4)Br)F)OC. Drug 2: C1CC(=O)NC(=O)C1N2C(=O)C3=CC=CC=C3C2=O. Cell line: SNB-75. Synergy scores: CSS=8.91, Synergy_ZIP=0.690, Synergy_Bliss=5.86, Synergy_Loewe=-2.31, Synergy_HSA=5.48. (8) Synergy scores: CSS=10.7, Synergy_ZIP=-4.67, Synergy_Bliss=-2.19, Synergy_Loewe=-3.81, Synergy_HSA=-1.02. Cell line: RXF 393. Drug 1: CC1CCC2CC(C(=CC=CC=CC(CC(C(=O)C(C(C(=CC(C(=O)CC(OC(=O)C3CCCCN3C(=O)C(=O)C1(O2)O)C(C)CC4CCC(C(C4)OC)OCCO)C)C)O)OC)C)C)C)OC. Drug 2: C1CN(CCN1C(=O)CCBr)C(=O)CCBr.